From a dataset of Reaction yield outcomes from USPTO patents with 853,638 reactions. Predict the reaction yield, written as a fraction of the theoretical maximum amount of product (1.0 means a 100% yield; for example, 0.34 means a 34% yield). (1) The reactants are [Cl:1][C:2]1[CH:10]=[C:9]2[C:5]([CH:6]=[C:7]([CH2:11][OH:12])[NH:8]2)=[CH:4][CH:3]=1. The catalyst is C1COCC1.[O-2].[Mn+4].[O-2]. The product is [Cl:1][C:2]1[CH:10]=[C:9]2[C:5]([CH:6]=[C:7]([CH:11]=[O:12])[NH:8]2)=[CH:4][CH:3]=1. The yield is 0.620. (2) The reactants are C(O[C:4](=[O:15])[CH:5]([CH3:14])[C:6](=[O:13])[CH2:7][C:8]([O:10][CH2:11][CH3:12])=[O:9])C.C(OC(O[CH2:22][CH3:23])=C)C.[CH3:24][NH2:25]. The catalyst is C(OCC)C.C[O-].[Na+]. The product is [CH2:11]([O:10][C:8]([C:7]1[C:6]([OH:13])=[C:5]([CH3:14])[C:4](=[O:15])[N:25]([CH3:24])[C:22]=1[CH3:23])=[O:9])[CH3:12]. The yield is 0.340. (3) The reactants are [O:1]1[C:5]2[CH:6]=[CH:7][C:8]([CH2:10][CH2:11][NH2:12])=[CH:9][C:4]=2[O:3][CH2:2]1.[Cl:13][C:14]1[CH:15]=[C:16]2[C:21](=[CH:22][C:23]=1[O:24][C:25]1[CH:33]=[CH:32][C:28]([C:29](O)=[O:30])=[CH:27][CH:26]=1)[O:20][CH2:19][CH2:18][CH:17]2[C:34]([O:36][CH2:37][CH3:38])=[O:35].Cl.CN(C)CCCN=C=NCC.ON1C2N=CC=CC=2N=N1. The catalyst is CN(C=O)C. The product is [O:1]1[C:5]2[CH:6]=[CH:7][C:8]([CH2:10][CH2:11][NH:12][C:29]([C:28]3[CH:27]=[CH:26][C:25]([O:24][C:23]4[CH:22]=[C:21]5[C:16]([CH:17]([C:34]([O:36][CH2:37][CH3:38])=[O:35])[CH2:18][CH2:19][O:20]5)=[CH:15][C:14]=4[Cl:13])=[CH:33][CH:32]=3)=[O:30])=[CH:9][C:4]=2[O:3][CH2:2]1. The yield is 0.935.